This data is from Merck oncology drug combination screen with 23,052 pairs across 39 cell lines. The task is: Regression. Given two drug SMILES strings and cell line genomic features, predict the synergy score measuring deviation from expected non-interaction effect. Drug 1: CC(=O)OC1C(=O)C2(C)C(O)CC3OCC3(OC(C)=O)C2C(OC(=O)c2ccccc2)C2(O)CC(OC(=O)C(O)C(NC(=O)c3ccccc3)c3ccccc3)C(C)=C1C2(C)C. Drug 2: NC1(c2ccc(-c3nc4ccn5c(=O)[nH]nc5c4cc3-c3ccccc3)cc2)CCC1. Cell line: HT29. Synergy scores: synergy=36.5.